This data is from Retrosynthesis with 50K atom-mapped reactions and 10 reaction types from USPTO. The task is: Predict the reactants needed to synthesize the given product. (1) Given the product C=Cc1ccc(CN2C(=O)c3ccccc3C2=O)cc1, predict the reactants needed to synthesize it. The reactants are: C=Cc1ccc(CCl)cc1.O=C1NC(=O)c2ccccc21. (2) Given the product CCOC(=O)c1cc(-c2ccsc2)c2ccc(O)cc2c1, predict the reactants needed to synthesize it. The reactants are: CCOC(=O)c1cc(-c2ccsc2)c2ccc(OCc3ccccc3)cc2c1. (3) Given the product CC(C)(C)OC(=O)c1ccc(CN2CCC(CN[C@@H]3C[C@H]3c3ccccc3)CC2)cc1, predict the reactants needed to synthesize it. The reactants are: CC(C)(C)OC(=O)c1ccc(CN2CCC(C=O)CC2)cc1.N[C@@H]1C[C@H]1c1ccccc1. (4) Given the product CC(C)(c1ccc(S(=O)(=O)/C=C/C#N)cc1)c1nnc(-c2ccccc2)o1, predict the reactants needed to synthesize it. The reactants are: CC(C)(C(=O)NNC(=O)c1ccccc1)c1ccc(S(=O)(=O)/C=C/C#N)cc1. (5) Given the product CC1(c2ccccc2)C(=O)c2cc(O)c(Cl)c(Cl)c2C1=O, predict the reactants needed to synthesize it. The reactants are: COc1cc2c(c(Cl)c1Cl)C(=O)C(C)(c1ccccc1)C2=O. (6) Given the product O=[N+]([O-])c1cccnc1N1CCC(S(=O)(=O)c2cccc(Cl)c2)CC1, predict the reactants needed to synthesize it. The reactants are: O=S(=O)(c1cccc(Cl)c1)C1CCNCC1.O=[N+]([O-])c1cccnc1Cl. (7) Given the product Nc1ccc(CN2CCC(OC(=O)c3ccccc3)CC2)cc1, predict the reactants needed to synthesize it. The reactants are: O=C(OC1CCN(Cc2ccc([N+](=O)[O-])cc2)CC1)c1ccccc1.